Dataset: Reaction yield outcomes from USPTO patents with 853,638 reactions. Task: Predict the reaction yield, written as a fraction of the theoretical maximum amount of product (1.0 means a 100% yield; for example, 0.34 means a 34% yield). (1) The reactants are Cl.Cl.[CH3:3][N:4]1[CH:12]=[C:11]2[C:6]([CH:7]=[CH:8][CH:9]=[C:10]2[C@@H:13]2[CH2:15][C@H:14]2[CH2:16][NH2:17])=[N:5]1.C(N(CC)CC)C.[C:25](O[C:25](=[O:28])[CH2:26][CH3:27])(=[O:28])[CH2:26][CH3:27]. The catalyst is O1CCCC1. The product is [CH3:3][N:4]1[CH:12]=[C:11]2[C:6]([CH:7]=[CH:8][CH:9]=[C:10]2[C@@H:13]2[CH2:15][C@H:14]2[CH2:16][NH:17][C:25](=[O:28])[CH2:26][CH3:27])=[N:5]1. The yield is 0.950. (2) The reactants are [CH:1]1[CH:2]=[CH:3][C:4]([Cl:21])=[C:5]([C:7]2[C:14]3[CH:15]=[C:16]([Cl:19])[CH:17]=[CH:18][C:13]=3[NH:12][C:10](=[O:11])[CH:9]([OH:20])[N:8]=2)[CH:6]=1.C(O)C.C(OCC)(=O)C. The catalyst is C1(C)C=CC=CC=1. The product is [CH:1]1[CH:2]=[CH:3][C:4]([Cl:21])=[C:5]([C:7]2[C:14]3[CH:15]=[C:16]([Cl:19])[CH:17]=[CH:18][C:13]=3[NH:12][C:10](=[O:11])[CH:9]([OH:20])[N:8]=2)[CH:6]=1. The yield is 0.880. (3) The reactants are [C:1]1([C:7]2[N:8]=[CH:9][C:10]([C:19](O)=[O:20])=[N:11][C:12]=2[C:13]2[CH:18]=[CH:17][CH:16]=[CH:15][CH:14]=2)[CH:6]=[CH:5][CH:4]=[CH:3][CH:2]=1.[NH2:22][N:23]1[CH2:28][CH2:27][CH2:26][CH2:25][CH2:24]1.C(Cl)CCl. The catalyst is C(Cl)Cl.CN(C=O)C.CN(C1C=CN=CC=1)C. The product is [N:23]1([NH:22][C:19]([C:10]2[CH:9]=[N:8][C:7]([C:1]3[CH:2]=[CH:3][CH:4]=[CH:5][CH:6]=3)=[C:12]([C:13]3[CH:18]=[CH:17][CH:16]=[CH:15][CH:14]=3)[N:11]=2)=[O:20])[CH2:28][CH2:27][CH2:26][CH2:25][CH2:24]1. The yield is 0.250. (4) The reactants are [CH3:1][N:2]1[CH:6]=[C:5]([C:7]2[C:15]3[C:10](=[N:11][CH:12]=[C:13]([OH:16])[CH:14]=3)[N:9]([CH2:17][O:18][CH2:19][CH2:20][Si:21]([CH3:24])([CH3:23])[CH3:22])[CH:8]=2)[CH:4]=[N:3]1.Br[CH2:26][CH2:27][CH2:28][CH2:29][CH2:30][CH3:31].C([O-])([O-])=O.[K+].[K+]. The catalyst is [N+](CCCC)(CCCC)(CCCC)CCCC.[I-].CC(C)=O. The product is [CH2:26]([O:16][C:13]1[CH:14]=[C:15]2[C:7]([C:5]3[CH:4]=[N:3][N:2]([CH3:1])[CH:6]=3)=[CH:8][N:9]([CH2:17][O:18][CH2:19][CH2:20][Si:21]([CH3:24])([CH3:23])[CH3:22])[C:10]2=[N:11][CH:12]=1)[CH2:27][CH2:28][CH2:29][CH2:30][CH3:31]. The yield is 0.480. (5) The reactants are [NH2:1][C:2]1[N:10]=[CH:9][C:8]([Br:11])=[CH:7][C:3]=1[C:4]([OH:6])=O.O=S(Cl)Cl.[F:16][C:17]1[CH:22]=[CH:21][CH:20]=[CH:19][C:18]=1[NH2:23]. The catalyst is C1(C)C=CC=CC=1. The product is [NH2:1][C:2]1[N:10]=[CH:9][C:8]([Br:11])=[CH:7][C:3]=1[C:4]([NH:23][C:18]1[CH:19]=[CH:20][CH:21]=[CH:22][C:17]=1[F:16])=[O:6]. The yield is 0.700. (6) The reactants are [NH2:1][C:2]1[C:11]2[C:6](=[CH:7][CH:8]=[CH:9][CH:10]=2)[CH:5]=[CH:4][C:3]=1[C:12]([OH:21])([C:17]([F:20])([F:19])[F:18])[C:13]([F:16])([F:15])[F:14].[C:22](Cl)(=[O:29])[C:23]1[CH:28]=[CH:27][CH:26]=[CH:25][CH:24]=1. No catalyst specified. The product is [F:20][C:17]([F:18])([F:19])[C:12]([C:3]1[CH:4]=[CH:5][C:6]2[C:11](=[CH:10][CH:9]=[CH:8][CH:7]=2)[C:2]=1[NH:1][C:22](=[O:29])[C:23]1[CH:28]=[CH:27][CH:26]=[CH:25][CH:24]=1)([OH:21])[C:13]([F:14])([F:15])[F:16]. The yield is 0.530. (7) The reactants are [CH:1]([NH:4][C:5]1[S:6][C:7]2[C:8]([N:15]=1)=[N:9][CH:10]=[C:11]([CH2:13][OH:14])[CH:12]=2)([CH3:3])[CH3:2]. The catalyst is C1COCC1.[O-2].[Mn+4].[O-2]. The product is [CH:1]([NH:4][C:5]1[S:6][C:7]2[C:8]([N:15]=1)=[N:9][CH:10]=[C:11]([CH:13]=[O:14])[CH:12]=2)([CH3:3])[CH3:2]. The yield is 0.500. (8) The reactants are F[C:2]1[CH:12]=[CH:11][C:5]([C:6]([O:8][CH2:9][CH3:10])=[O:7])=[CH:4][CH:3]=1.[CH:13]([N:16]1[CH2:22][CH2:21][CH2:20][NH:19][CH2:18][CH2:17]1)([CH3:15])[CH3:14]. The catalyst is CS(C)=O.O. The product is [CH:13]([N:16]1[CH2:22][CH2:21][CH2:20][N:19]([C:2]2[CH:12]=[CH:11][C:5]([C:6]([O:8][CH2:9][CH3:10])=[O:7])=[CH:4][CH:3]=2)[CH2:18][CH2:17]1)([CH3:15])[CH3:14]. The yield is 0.365.